Dataset: Retrosynthesis with 50K atom-mapped reactions and 10 reaction types from USPTO. Task: Predict the reactants needed to synthesize the given product. (1) Given the product CN1CCN(CCOc2ccc(Br)c(Cl)c2Cl)CC1, predict the reactants needed to synthesize it. The reactants are: CN1CCN(CCO)CC1.Oc1ccc(Br)c(Cl)c1Cl. (2) Given the product O=C(O)C(F)(F)F, predict the reactants needed to synthesize it. The reactants are: CC(C)(C)C[C@H](Nc1nc2ccccc2o1)C(=O)N[C@@H](CC(=O)OC(C)(C)C)CN1CCc2cc(F)ccc21. (3) Given the product Cc1ccc(C(=O)NC2CC2)cc1-c1ccc2c(C3CCN(C)CC3)nncc2c1, predict the reactants needed to synthesize it. The reactants are: Cc1ccc(C(=O)NC2CC2)cc1-c1ccc2c(C3=CCN(C)CC3)nncc2c1.